From a dataset of Forward reaction prediction with 1.9M reactions from USPTO patents (1976-2016). Predict the product of the given reaction. (1) Given the reactants [Cl:1][C:2]1[C:3]([NH:21][C:22]2[CH:23]=[CH:24][C:25]([F:36])=[C:26]([NH:28]C(=O)OC(C)(C)C)[CH:27]=2)=[N:4][C:5]([NH:8][C:9]2[CH:10]=[N:11][N:12]([CH:14]3[CH2:19][CH2:18][N:17]([CH3:20])[CH2:16][CH2:15]3)[CH:13]=2)=[N:6][CH:7]=1.O1CCOCC1, predict the reaction product. The product is: [NH2:28][C:26]1[CH:27]=[C:22]([NH:21][C:3]2[C:2]([Cl:1])=[CH:7][N:6]=[C:5]([NH:8][C:9]3[CH:10]=[N:11][N:12]([CH:14]4[CH2:19][CH2:18][N:17]([CH3:20])[CH2:16][CH2:15]4)[CH:13]=3)[N:4]=2)[CH:23]=[CH:24][C:25]=1[F:36]. (2) Given the reactants C(O[C:6]([N:8]1[CH2:11][CH:10]([C:12]#[N:13])[CH2:9]1)=O)(C)(C)C.FC(F)(F)C(O)=O.ClC1[N:27]=[C:26]([NH:28][C@H:29]([C:31]2[CH:36]=[CH:35][C:34]([F:37])=[CH:33][CH:32]=2)[CH3:30])[N:25]=[C:24]([NH:38][C:39]2[CH:44]=[N:43][CH:42]=[CH:41][N:40]=2)[CH:23]=1.C1(P(C2CCCCC2)C2C=CC=CC=2C2C(C(C)C)=CC(C(C)C)=CC=2C(C)C)CCCCC1.CC(C)([O-])C.[Na+], predict the reaction product. The product is: [F:37][C:34]1[CH:33]=[CH:32][C:31]([C@@H:29]([NH:28][C:26]2[N:27]=[C:6]([N:8]3[CH2:9][CH:10]([C:12]#[N:13])[CH2:11]3)[CH:23]=[C:24]([NH:38][C:39]3[CH:44]=[N:43][CH:42]=[CH:41][N:40]=3)[N:25]=2)[CH3:30])=[CH:36][CH:35]=1. (3) Given the reactants [Cl:1][CH2:2][C:3]1[N:4]=[C:5]([C:8]([OH:10])=O)[S:6][CH:7]=1.Cl.[CH3:12][NH:13][CH3:14].ON1C2C=CC=CC=2N=N1.CN(C)CCCN=C=NCC, predict the reaction product. The product is: [Cl:1][CH2:2][C:3]1[N:4]=[C:5]([C:8]([N:13]([CH3:14])[CH3:12])=[O:10])[S:6][CH:7]=1. (4) The product is: [CH2:22]([C:2]1[C:7]([O:8][CH2:9][C:10]([O:12][C:13]([CH3:16])([CH3:15])[CH3:14])=[O:11])=[CH:6][CH:5]=[C:4]([NH:17][S:18]([CH3:21])(=[O:20])=[O:19])[N:3]=1)[CH3:23]. Given the reactants Cl[C:2]1[C:7]([O:8][CH2:9][C:10]([O:12][C:13]([CH3:16])([CH3:15])[CH3:14])=[O:11])=[CH:6][CH:5]=[C:4]([NH:17][S:18]([CH3:21])(=[O:20])=[O:19])[N:3]=1.[CH2:22]([Zn]CC)[CH3:23], predict the reaction product. (5) Given the reactants [Br:1][C:2]1[CH:3]=[C:4]([CH:11]=[CH:12][N:13]=1)[C:5](N(OC)C)=[O:6].[CH3:14][Mg+].[Br-], predict the reaction product. The product is: [Br:1][C:2]1[CH:3]=[C:4]([C:5](=[O:6])[CH3:14])[CH:11]=[CH:12][N:13]=1. (6) Given the reactants [CH2:1]([Li])[CH2:2][CH2:3][CH3:4].[Cl-].[Cl-].[C:8]1([CH3:15])[C:9]([CH3:14])=[CH:10][CH:11]=[CH:12][CH:13]=1.C([N-][CH:20]([CH3:22])[CH3:21])(C)C.[Li+].C(N[CH:28]([CH3:30])[CH3:29])(C)C.Cl.O1CC[CH2:34][CH2:33]1, predict the reaction product. The product is: [CH2:1]1[C:29]2[C:4](=[CH:33][CH:34]=[CH:30][CH:28]=2)[CH:3]=[C:2]1[CH2:22][CH2:20][C:21]1[CH2:15][C:8]2[C:9]([CH:14]=1)=[CH:10][CH:11]=[CH:12][CH:13]=2. (7) Given the reactants [CH3:1][O:2][C:3]1[C:4]([O:21][CH3:22])=[CH:5][C:6]2[NH:12][C:11](=[O:13])[CH2:10][N:9]=[C:8]([C:14]3[CH:19]=[CH:18][CH:17]=[CH:16][CH:15]=3)[C:7]=2[CH:20]=1.IC.I[CH2:26][CH3:27], predict the reaction product. The product is: [CH3:1][O:2][C:3]1[C:4]([O:21][CH3:22])=[CH:5][C:6]2[N:12]([CH2:26][CH3:27])[C:11](=[O:13])[CH2:10][N:9]=[C:8]([C:14]3[CH:19]=[CH:18][CH:17]=[CH:16][CH:15]=3)[C:7]=2[CH:20]=1.